From a dataset of Catalyst prediction with 721,799 reactions and 888 catalyst types from USPTO. Predict which catalyst facilitates the given reaction. (1) Reactant: Br.[NH2:2][C@@H:3]([CH2:7][Si:8]([CH3:11])([CH3:10])[CH3:9])[C:4]([OH:6])=[O:5].CN([Si](C)(C)C)C(=O)C(F)(F)F.[N:24]1([C:30](Cl)=[O:31])[CH2:29][CH2:28][O:27][CH2:26][CH2:25]1.[C:33](=[O:35])=[O:34]. Product: [N:24]1([C:30]([NH:2][C@@H:3]([CH2:7][Si:8]([CH3:11])([CH3:10])[CH3:9])[C:4]([OH:6])=[O:5])=[O:31])[CH2:29][CH2:28][O:27][CH2:26][CH2:25]1.[N:24]1([C:33]([OH:35])=[O:34])[CH2:29][CH2:28][O:27][CH2:26][CH2:25]1. The catalyst class is: 6. (2) Reactant: Cl[C:2]1[N:7]=[C:6]([NH:8][C:9]2[C:18]([CH3:19])=[CH:17][CH:16]=[CH:15][C:10]=2[C:11]([NH:13][CH3:14])=[O:12])[C:5]([Cl:20])=[CH:4][N:3]=1.[NH2:21][C:22]1[CH:23]=[CH:24][C:25]2[CH2:31][CH2:30][CH2:29][NH:28][C:27](=[O:32])[C:26]=2[CH:33]=1.CC1(C)[C@]2(CS(O)(=O)=O)C(C[C@H]1CC2)=O. Product: [Cl:20][C:5]1[C:6]([NH:8][C:9]2[C:18]([CH3:19])=[CH:17][CH:16]=[CH:15][C:10]=2[C:11]([NH:13][CH3:14])=[O:12])=[N:7][C:2]([NH:21][C:22]2[CH:23]=[CH:24][C:25]3[CH2:31][CH2:30][CH2:29][NH:28][C:27](=[O:32])[C:26]=3[CH:33]=2)=[N:3][CH:4]=1. The catalyst class is: 32.